From a dataset of Reaction yield outcomes from USPTO patents with 853,638 reactions. Predict the reaction yield, written as a fraction of the theoretical maximum amount of product (1.0 means a 100% yield; for example, 0.34 means a 34% yield). (1) The reactants are COC1C=CC(C[N:8]2[CH2:14][CH2:13][CH2:12][CH2:11][CH:10]([C:15]3[S:16][C:17]([C:20]4[CH:25]=[C:24]([NH:26][C:27]5[N:32]=[C:31]([C:33]([F:36])([F:35])[F:34])[CH:30]=[CH:29][N:28]=5)[CH:23]=[C:22]([CH3:37])[CH:21]=4)=[CH:18][N:19]=3)[C:9]2=[O:38])=CC=1.FC(F)(F)C(O)=O.FC(F)(F)S(O)(=O)=O. The catalyst is ClCCl. The product is [CH3:37][C:22]1[CH:21]=[C:20]([C:17]2[S:16][C:15]([CH:10]3[CH2:11][CH2:12][CH2:13][CH2:14][NH:8][C:9]3=[O:38])=[N:19][CH:18]=2)[CH:25]=[C:24]([NH:26][C:27]2[N:32]=[C:31]([C:33]([F:35])([F:36])[F:34])[CH:30]=[CH:29][N:28]=2)[CH:23]=1. The yield is 0.273. (2) The catalyst is O1CCCC1. The reactants are [Br:1][C:2]1[C:3]([CH3:9])=[C:4]([NH2:8])[CH:5]=[N:6][CH:7]=1.C[Si]([N-][Si](C)(C)C)(C)C.[Na+].[C:20](O[C:20]([O:22][C:23]([CH3:26])([CH3:25])[CH3:24])=[O:21])([O:22][C:23]([CH3:26])([CH3:25])[CH3:24])=[O:21]. The product is [C:23]([O:22][C:20](=[O:21])[NH:8][C:4]1[CH:5]=[N:6][CH:7]=[C:2]([Br:1])[C:3]=1[CH3:9])([CH3:26])([CH3:25])[CH3:24]. The yield is 0.750. (3) The reactants are C(=O)([O-])[O-].[K+].[K+].Br[CH2:8][CH2:9]Br.[NH2:11][C:12]1[CH:17]=[CH:16][CH:15]=[CH:14][C:13]=1[SH:18]. The catalyst is CC(C)=O. The product is [S:18]1[C:13]2[CH:14]=[CH:15][CH:16]=[CH:17][C:12]=2[NH:11][CH2:9][CH2:8]1. The yield is 0.660.